Regression/Classification. Given a drug SMILES string, predict its absorption, distribution, metabolism, or excretion properties. Task type varies by dataset: regression for continuous measurements (e.g., permeability, clearance, half-life) or binary classification for categorical outcomes (e.g., BBB penetration, CYP inhibition). Dataset: cyp1a2_veith. From a dataset of CYP1A2 inhibition data for predicting drug metabolism from PubChem BioAssay. (1) The result is 1 (inhibitor). The drug is COc1ccc2[nH]cc(CCNc3nc(-c4c(C)noc4C)nc4ccccc34)c2c1. (2) The drug is O=S(=O)(c1cccs1)N1CN(Cc2ccc(Cl)cc2)c2nc3ccccc3nc21. The result is 1 (inhibitor). (3) The molecule is CSc1ccc(S(=O)(=O)Nc2ccc3c4c(cccc24)CC3)cc1. The result is 1 (inhibitor). (4) The molecule is O=C(O)c1ccc(C(=O)c2ccccc2C(=O)O)cc1C(=O)O. The result is 0 (non-inhibitor). (5) The drug is COc1cc(NC(=O)c2c(F)cccc2F)nc(OC)n1. The result is 1 (inhibitor). (6) The result is 1 (inhibitor). The drug is COCCn1c(=O)cnc2cnc(N(C)C)nc21. (7) The drug is OC(CN1CCCCC1)CN1CCCCC1. The result is 0 (non-inhibitor). (8) The result is 0 (non-inhibitor). The molecule is NC(=O)Nc1ccc([As](=O)(O)O)cc1. (9) The molecule is Cc1noc(C)c1-c1nccc(NC2CC2)n1. The result is 1 (inhibitor).